This data is from Full USPTO retrosynthesis dataset with 1.9M reactions from patents (1976-2016). The task is: Predict the reactants needed to synthesize the given product. (1) Given the product [F:1][C:2]1[CH:3]=[CH:4][C:5]([NH:8][NH:9][C:10](=[O:14])[CH:11]([CH3:13])[CH3:12])=[N:6][CH:7]=1, predict the reactants needed to synthesize it. The reactants are: [F:1][C:2]1[CH:3]=[CH:4][C:5]([NH:8][NH2:9])=[N:6][CH:7]=1.[C:10](O)(=[O:14])[CH:11]([CH3:13])[CH3:12].C1C=C2N=NN(O)C2=CC=1.O.CCN=C=NCCCN(C)C.Cl.Cl.C(=O)(O)[O-].[Na+]. (2) Given the product [Cl:1][C:2]1[CH:7]=[C:6]([NH:8][C:9]2[C:18]3[C:13](=[CH:14][CH:15]=[CH:16][C:17]=3[O:19][CH2:20][C@H:21]([N:23]([CH3:24])[C:26](=[O:29])[CH3:27])[CH3:22])[N:12]=[CH:11][N:10]=2)[CH:5]=[CH:4][C:3]=1[OH:25], predict the reactants needed to synthesize it. The reactants are: [Cl:1][C:2]1[CH:7]=[C:6]([NH:8][C:9]2[C:18]3[C:13](=[CH:14][CH:15]=[CH:16][C:17]=3[O:19][CH2:20][C@H:21]([NH:23][CH3:24])[CH3:22])[N:12]=[CH:11][N:10]=2)[CH:5]=[CH:4][C:3]=1[OH:25].[C:26]([OH:29])(=O)[CH3:27]. (3) Given the product [C:17]([O:21][C:22]([NH:24][CH2:25][CH2:26][CH2:27][NH:28][C:14](=[O:16])[C:12]([NH:11][C:1]([O:3][CH2:4][C:5]1[CH:6]=[CH:7][CH:8]=[CH:9][CH:10]=1)=[O:2])([CH3:13])[CH3:31])=[O:23])([CH3:20])([CH3:19])[CH3:18], predict the reactants needed to synthesize it. The reactants are: [C:1]([NH:11][C@H:12]([C:14]([OH:16])=O)[CH3:13])([O:3][CH2:4][C:5]1[CH:10]=[CH:9][CH:8]=[CH:7][CH:6]=1)=[O:2].[C:17]([O:21][C:22]([NH:24][CH:25](N)[CH2:26][CH2:27][NH2:28])=[O:23])([CH3:20])([CH3:19])[CH3:18].O[C:31]1C2N=NNC=2C=CC=1.CN(C(ON1N=NC2C=CC=CC1=2)=[N+](C)C)C.F[P-](F)(F)(F)(F)F.C(N(C(C)C)CC)(C)C. (4) The reactants are: [C:1]([O:5][C:6](=[O:25])[NH:7][C:8]1[CH:13]=[C:12]([N:14]([CH2:16][CH:17]([CH3:19])[CH3:18])[CH3:15])[C:11]([C:20]([F:23])([F:22])[F:21])=[CH:10][C:9]=1[NH2:24])([CH3:4])([CH3:3])[CH3:2].C([O:30][C:31](=O)[CH2:32][C:33](=[O:53])[C:34]1[CH:39]=[CH:38][CH:37]=[C:36]([N:40]2[C:44]([CH2:45][O:46][CH:47]3[CH2:52][CH2:51][CH2:50][CH2:49][O:48]3)=[CH:43][N:42]=[N:41]2)[CH:35]=1)(C)(C)C. Given the product [C:1]([O:5][C:6](=[O:25])[NH:7][C:8]1[CH:13]=[C:12]([N:14]([CH2:16][CH:17]([CH3:19])[CH3:18])[CH3:15])[C:11]([C:20]([F:23])([F:22])[F:21])=[CH:10][C:9]=1[NH:24][C:31](=[O:30])[CH2:32][C:33](=[O:53])[C:34]1[CH:39]=[CH:38][CH:37]=[C:36]([N:40]2[C:44]([CH2:45][O:46][CH:47]3[CH2:52][CH2:51][CH2:50][CH2:49][O:48]3)=[CH:43][N:42]=[N:41]2)[CH:35]=1)([CH3:3])([CH3:4])[CH3:2], predict the reactants needed to synthesize it. (5) Given the product [OH:9][C@@H:29]1[O:34][C@H:33]([CH2:35][OH:36])[C@H:32]([OH:37])[C@H:31]([OH:38])[C@H:30]1[OH:39], predict the reactants needed to synthesize it. The reactants are: CC1(C)S[C@@H]2[C@H](NC([C@H](N)C3C=CC=CC=3)=O)C(=[O:9])N2[C@H]1C(O)=O.CC(S[C@@H:29]1[O:34][C@H:33]([CH2:35][OH:36])[C@H:32]([OH:37])[C@H:31]([OH:38])[C@H:30]1[OH:39])C. (6) The reactants are: Cl.[CH2:2]([O:9][C:10](=[O:19])[NH:11][C:12]1([CH3:18])[CH2:17][CH2:16][NH:15][CH2:14][CH2:13]1)[C:3]1[CH:8]=[CH:7][CH:6]=[CH:5][CH:4]=1.Cl[C:21]1[CH:26]=[CH:25][C:24]([C:27]([F:30])([F:29])[F:28])=[CH:23][N:22]=1.C(N(C(C)C)CC)(C)C. Given the product [CH2:2]([O:9][C:10](=[O:19])[NH:11][C:12]1([CH3:18])[CH2:17][CH2:16][N:15]([C:21]2[CH:26]=[CH:25][C:24]([C:27]([F:30])([F:29])[F:28])=[CH:23][N:22]=2)[CH2:14][CH2:13]1)[C:3]1[CH:8]=[CH:7][CH:6]=[CH:5][CH:4]=1, predict the reactants needed to synthesize it. (7) Given the product [F:1][CH2:2][C:3]1[N:7]2[C:8]3[CH:15]=[C:14]([C:16]4[CH:17]=[CH:18][CH:19]=[CH:20][CH:21]=4)[C:13]([C:22]4[CH:23]=[CH:24][C:25]([C:28]5([NH2:32])[CH2:31][CH2:30][CH2:29]5)=[CH:26][CH:27]=4)=[N:12][C:9]=3[O:10][CH2:11][C:6]2=[N:5][N:4]=1, predict the reactants needed to synthesize it. The reactants are: [F:1][CH2:2][C:3]1[N:7]2[C:8]3[CH:15]=[C:14]([C:16]4[CH:21]=[CH:20][CH:19]=[CH:18][CH:17]=4)[C:13]([C:22]4[CH:27]=[CH:26][C:25]([C:28]5([NH:32]C(=O)OC(C)(C)C)[CH2:31][CH2:30][CH2:29]5)=[CH:24][CH:23]=4)=[N:12][C:9]=3[O:10][CH2:11][C:6]2=[N:5][N:4]=1.C(O)(C(F)(F)F)=O. (8) The reactants are: C(N[CH:5]([CH3:7])[CH3:6])(C)C.[CH2:8]([Li])[CH2:9][CH2:10][CH3:11].CN1[CH2:18][CH2:17]N(C)C1=O.[CH:21]1([C:25]#[N:26])[CH2:24][CH2:23][CH2:22]1.Cl.[CH2:28]1[CH2:32][O:31][CH2:30][CH2:29]1. Given the product [CH:29]1([CH2:30][O:31][CH2:32][CH2:28][C:6]2[CH:5]=[CH:7][C:10]([CH2:11][C:21]3([C:25]#[N:26])[CH2:24][CH2:23][CH2:22]3)=[CH:9][CH:8]=2)[CH2:18][CH2:17]1, predict the reactants needed to synthesize it. (9) The reactants are: [CH3:1][S:2]([C:5]1[CH:6]=[CH:7][C:8]([O:11][C:12]2[CH:13]=[C:14]3[C:18](=[C:19]([O:21][CH:22]4[CH2:27][CH2:26][O:25][CH2:24][CH2:23]4)[CH:20]=2)[NH:17][C:16]([C:28]([O:30]CC)=[O:29])=[CH:15]3)=NC=1)(=[O:4])=[O:3].[OH-].[Na+].O1CC[CH2:37][CH2:36]1. Given the product [CH3:1][S:2]([C:5]1[CH:6]=[CH:7][C:8]([O:11][C:12]2[CH:13]=[C:14]3[C:18](=[C:19]([O:21][CH:22]4[CH2:23][CH2:24][O:25][CH2:26][CH2:27]4)[CH:20]=2)[NH:17][C:16]([C:28]([OH:30])=[O:29])=[CH:15]3)=[CH:37][CH:36]=1)(=[O:3])=[O:4], predict the reactants needed to synthesize it.